From a dataset of Reaction yield outcomes from USPTO patents with 853,638 reactions. Predict the reaction yield, written as a fraction of the theoretical maximum amount of product (1.0 means a 100% yield; for example, 0.34 means a 34% yield). The reactants are Br[C:2]1[CH:3]=[C:4]([CH:36]=[CH:37][C:38]=1[Cl:39])[C:5]([N:7]([CH:9]1[CH:13]([C:14]2[CH:19]=[CH:18][C:17]([Cl:20])=[C:16]([Cl:21])[CH:15]=2)[CH2:12][N:11]([C:22]([CH:24]2[CH2:29][CH2:28][N:27]([C:30]([C:32]3([CH3:35])[CH2:34][CH2:33]3)=[O:31])[CH2:26][CH2:25]2)=[O:23])[CH2:10]1)[CH3:8])=[O:6].C1(P([CH:53]2[CH2:58][CH2:57]CCC2)C2CCCCC2)CCCCC1. The catalyst is C1(C)C=CC=CC=1.O. The product is [Cl:39][C:38]1[CH:37]=[CH:36][C:4]([C:5]([N:7]([CH:9]2[CH:13]([C:14]3[CH:19]=[CH:18][C:17]([Cl:20])=[C:16]([Cl:21])[CH:15]=3)[CH2:12][N:11]([C:22]([CH:24]3[CH2:29][CH2:28][N:27]([C:30]([C:32]4([CH3:35])[CH2:34][CH2:33]4)=[O:31])[CH2:26][CH2:25]3)=[O:23])[CH2:10]2)[CH3:8])=[O:6])=[CH:3][C:2]=1[CH:57]1[CH2:58][CH2:53]1. The yield is 0.970.